Predict the reaction yield, written as a fraction of the theoretical maximum amount of product (1.0 means a 100% yield; for example, 0.34 means a 34% yield). From a dataset of Reaction yield outcomes from USPTO patents with 853,638 reactions. The reactants are [C:1]([O:5][C:6](=[O:21])[C:7]1[CH:12]=[CH:11][C:10]([O:13]CC2C=CC=CC=2)=[CH:9][CH:8]=1)([CH3:4])([CH3:3])[CH3:2]. The catalyst is [Pd].C(O)C. The product is [C:1]([O:5][C:6](=[O:21])[C:7]1[CH:8]=[CH:9][C:10]([OH:13])=[CH:11][CH:12]=1)([CH3:4])([CH3:2])[CH3:3]. The yield is 0.950.